Dataset: Reaction yield outcomes from USPTO patents with 853,638 reactions. Task: Predict the reaction yield, written as a fraction of the theoretical maximum amount of product (1.0 means a 100% yield; for example, 0.34 means a 34% yield). (1) The reactants are [CH2:1]1[C:6]2([CH2:11][CH2:10][CH:9]([C:12]([O:14][CH3:15])=[O:13])[CH2:8][CH2:7]2)[CH2:5][CH2:4][NH:3][CH2:2]1.Br[C:17]1[CH:22]=[CH:21][CH:20]=[CH:19][C:18]=1/[CH:23]=[CH:24]/[C:25]([O:27][C:28]([CH3:31])([CH3:30])[CH3:29])=[O:26].C(Cl)(Cl)Cl.CC1(C)C2C(=C(P(C3C=CC=CC=3)C3C=CC=CC=3)C=CC=2)OC2C(P(C3C=CC=CC=3)C3C=CC=CC=3)=CC=CC1=2.C([O-])([O-])=O.[Cs+].[Cs+]. The catalyst is C1(C)C=CC=CC=1.C1C=CC(/C=C/C(/C=C/C2C=CC=CC=2)=O)=CC=1.C1C=CC(/C=C/C(/C=C/C2C=CC=CC=2)=O)=CC=1.C1C=CC(/C=C/C(/C=C/C2C=CC=CC=2)=O)=CC=1.[Pd].[Pd]. The product is [C:28]([O:27][C:25](=[O:26])/[CH:24]=[CH:23]/[C:18]1[CH:17]=[CH:22][CH:21]=[CH:20][C:19]=1[N:3]1[CH2:2][CH2:1][C:6]2([CH2:11][CH2:10][CH:9]([C:12]([O:14][CH3:15])=[O:13])[CH2:8][CH2:7]2)[CH2:5][CH2:4]1)([CH3:31])([CH3:29])[CH3:30]. The yield is 0.580. (2) The reactants are [OH:1][C@@H:2]([C:23]1[CH:28]=[CH:27][CH:26]=[CH:25][CH:24]=1)[CH2:3][CH2:4][N:5]1[CH2:10][CH2:9][CH:8]([C:11]2[CH:12]=[C:13]([NH:17][C:18](=[O:22])[CH:19]([CH3:21])[CH3:20])[CH:14]=[CH:15][CH:16]=2)[CH2:7][CH2:6]1.[CH3:29][O:30][C:31]1[CH:36]=[C:35]([C:37]#[N:38])[CH:34]=[CH:33][C:32]=1O.C1(P(C2C=CC=CC=2)C2C=CC=CC=2)C=CC=CC=1.N(C(OCC)=O)=NC(OCC)=O.N. The catalyst is C1COCC1.C(Cl)(Cl)Cl. The product is [C:37]([C:35]1[CH:34]=[CH:33][C:32]([O:1][C@H:2]([C:23]2[CH:24]=[CH:25][CH:26]=[CH:27][CH:28]=2)[CH2:3][CH2:4][N:5]2[CH2:10][CH2:9][CH:8]([C:11]3[CH:12]=[C:13]([NH:17][C:18](=[O:22])[CH:19]([CH3:21])[CH3:20])[CH:14]=[CH:15][CH:16]=3)[CH2:7][CH2:6]2)=[C:31]([O:30][CH3:29])[CH:36]=1)#[N:38]. The yield is 0.765. (3) The reactants are [CH2:1]([O:8][C:9]([N:11]1[CH2:16][CH2:15][CH2:14][CH2:13][CH:12]1[C:17]([OH:19])=O)=[O:10])[C:2]1[CH:7]=[CH:6][CH:5]=[CH:4][CH:3]=1.C(N(C(C)C)CC)(C)C.ON1C2C=CC=CC=2N=N1.Cl.[NH2:40][CH:41]1[CH:48]2[CH2:49][CH:44]3[CH2:45][CH:46]([CH2:50][CH:42]1[CH2:43]3)[CH2:47]2.CCN=C=NCCCN(C)C.Cl. The catalyst is ClCCl. The product is [CH2:1]([O:8][C:9]([N:11]1[CH2:16][CH2:15][CH2:14][CH2:13][CH:12]1[C:17](=[O:19])[NH:40][CH:41]1[CH:42]2[CH2:50][CH:46]3[CH2:45][CH:44]([CH2:49][CH:48]1[CH2:47]3)[CH2:43]2)=[O:10])[C:2]1[CH:3]=[CH:4][CH:5]=[CH:6][CH:7]=1. The yield is 0.840. (4) The reactants are [OH:1][C:2]1[CH:7]=[C:6]([OH:8])[CH:5]=[CH:4][C:3]=1[C:9]1[S:10][CH2:11][CH:12]([C:14]([OH:16])=[O:15])[N:13]=1. The catalyst is O=[Mn]=O.CN(C=O)C. The product is [OH:1][C:2]1[CH:7]=[C:6]([OH:8])[CH:5]=[CH:4][C:3]=1[C:9]1[S:10][CH:11]=[C:12]([C:14]([OH:16])=[O:15])[N:13]=1. The yield is 0.430. (5) The reactants are Cl[C:2]1[C:3]([NH2:12])=[N:4][C:5]2[C:10]([N:11]=1)=[CH:9][CH:8]=[CH:7][CH:6]=2.[NH2:13][CH:14]([CH2:17][CH3:18])[CH2:15][CH3:16]. No catalyst specified. The product is [CH3:16][CH2:15][CH:14]([NH:13][C:2]1[C:3]([NH2:12])=[N:4][C:5]2[C:10](=[CH:9][CH:8]=[CH:7][CH:6]=2)[N:11]=1)[CH2:17][CH3:18]. The yield is 0.780.